From a dataset of Catalyst prediction with 721,799 reactions and 888 catalyst types from USPTO. Predict which catalyst facilitates the given reaction. (1) Reactant: [Cl-].[Al+3].[Cl-].[Cl-].ClC1C=CC=CC=1.[Br:12][C:13]1[C:14]([CH3:25])=[CH:15][C:16]2[O:20][C:19]([CH3:22])([CH3:21])[CH2:18][C:17]=2[C:23]=1[CH3:24].[C:26](Cl)(=[O:28])[CH3:27]. Product: [Br:12][C:13]1[C:14]([CH3:25])=[C:15]([C:26](=[O:28])[CH3:27])[C:16]2[O:20][C:19]([CH3:21])([CH3:22])[CH2:18][C:17]=2[C:23]=1[CH3:24]. The catalyst class is: 84. (2) Reactant: Cl[C:2]1[N:7]=[C:6]2[CH2:8][CH2:9][CH2:10][C:5]2=[C:4]([C:11]2[CH:12]=[N:13][C:14]([CH3:17])=[N:15][CH:16]=2)[CH:3]=1.[F:18][C:19]1[CH:24]=[CH:23][C:22]([CH2:25][OH:26])=[CH:21][CH:20]=1.O(C(C)(C)C)[Na]. Product: [F:18][C:19]1[CH:24]=[CH:23][C:22]([CH2:25][O:26][C:2]2[N:7]=[C:6]3[CH2:8][CH2:9][CH2:10][C:5]3=[C:4]([C:11]3[CH:12]=[N:13][C:14]([CH3:17])=[N:15][CH:16]=3)[CH:3]=2)=[CH:21][CH:20]=1. The catalyst class is: 187. (3) Reactant: [NH2:1][C:2](=[O:36])[CH:3]([CH3:35])[O:4][C:5]1[CH:6]=[C:7]2[C:12](=[CH:13][CH:14]=1)[N:11]=[C:10]([CH2:15][CH:16]([CH3:18])[CH3:17])[C:9]([CH2:19][NH:20]C(=O)OC(C)(C)C)=[C:8]2[C:28]1[CH:33]=[CH:32][CH:31]=[CH:30][C:29]=1[F:34].Cl. Product: [NH2:20][CH2:19][C:9]1[C:10]([CH2:15][CH:16]([CH3:18])[CH3:17])=[N:11][C:12]2[C:7]([C:8]=1[C:28]1[CH:33]=[CH:32][CH:31]=[CH:30][C:29]=1[F:34])=[CH:6][C:5]([O:4][CH:3]([CH3:35])[C:2]([NH2:1])=[O:36])=[CH:14][CH:13]=2. The catalyst class is: 12. (4) Reactant: [NH:1]1[CH:5]=[N:4][CH:3]=[N:2]1.[O-]P([O-])([O-])=O.[K+].[K+].[K+].[Br:14][C:15]1[CH:20]=[CH:19][C:18](I)=[CH:17][CH:16]=1.CN[C@H]1CCCC[C@@H]1NC. Product: [Br:14][C:15]1[CH:20]=[CH:19][C:18]([N:1]2[CH:5]=[N:4][CH:3]=[N:2]2)=[CH:17][CH:16]=1. The catalyst class is: 419. (5) Reactant: [CH3:1][C:2]([CH3:13])([C:11]#[CH:12])[CH2:3][O:4][CH:5]1[CH2:10][CH2:9][CH2:8][CH2:7][O:6]1.C[O:15][C:16]([C:18]1[S:19][C:20](I)=[CH:21][C:22]=1[N:23]([CH:33]1[CH2:38][CH2:37][CH:36]([OH:39])[CH2:35][CH2:34]1)[C:24]([CH:26]1[CH2:31][CH2:30][CH:29]([CH3:32])[CH2:28][CH2:27]1)=[O:25])=[O:17].C([N:43]([CH2:46][CH3:47])[CH2:44][CH3:45])C.[CH3:48]N(C=O)C. Product: [CH3:1][C:2]([CH3:13])([CH2:3][O:4][CH:5]1[CH2:10][CH2:9][CH2:8][CH2:7][O:6]1)[C:11]#[C:12][C:20]1[S:19][C:18]([C:16]([OH:15])=[O:17])=[C:22]([N:23]([C:24]([CH:26]2[CH2:27][CH2:28][CH:29]([CH3:32])[CH2:30][CH2:31]2)=[O:25])[CH:33]2[CH2:34][CH2:35][CH:36]([O:39][C:46]3[CH:47]=[CH:48][CH:45]=[CH:44][N:43]=3)[CH2:37][CH2:38]2)[CH:21]=1. The catalyst class is: 778. (6) Product: [F:12][C:6]1[CH:7]=[CH:8][CH:9]=[C:10]2[C:5]=1[N:4]=[C:3]([CH2:13][N:14]1[C:22](=[O:23])[C:21]3[C:16](=[CH:17][CH:18]=[CH:19][CH:20]=3)[C:15]1=[O:24])[C:2]([C:30]1[CH:35]=[CH:34][CH:33]=[CH:32][N:31]=1)=[CH:11]2. Reactant: Br[C:2]1[C:3]([CH2:13][N:14]2[C:22](=[O:23])[C:21]3[C:16](=[CH:17][CH:18]=[CH:19][CH:20]=3)[C:15]2=[O:24])=[N:4][C:5]2[C:10]([CH:11]=1)=[CH:9][CH:8]=[CH:7][C:6]=2[F:12].C([Sn](CCCC)(CCCC)[C:30]1[CH:35]=[CH:34][CH:33]=[CH:32][N:31]=1)CCC. The catalyst class is: 258. (7) Reactant: [CH3:1][C:2]1[CH:3]=[C:4]([CH:19]=[CH:20][C:21]=1[N+:22]([O-:24])=[O:23])[CH2:5][N:6]1[C:10]([SH:11])=[CH:9][C:8]([C:12]([F:18])([F:17])[C:13]([F:16])([F:15])[F:14])=[N:7]1.C(=O)([O-])[O-].[K+].[K+].[I-].[F:32][CH:33]([F:35])[F:34].O. Product: [CH3:1][C:2]1[CH:3]=[C:4]([CH:19]=[CH:20][C:21]=1[N+:22]([O-:24])=[O:23])[CH2:5][N:6]1[C:10]([S:11][C:33]([F:35])([F:34])[F:32])=[CH:9][C:8]([C:12]([F:18])([F:17])[C:13]([F:15])([F:14])[F:16])=[N:7]1. The catalyst class is: 3. (8) Reactant: [N+:1]([C:4]1[C:13]2[CH2:12][CH2:11][CH2:10][CH2:9][C:8]=2[N+:7]([O-])=[CH:6][CH:5]=1)([O-])=O. Product: [NH2:1][C:4]1[C:13]2[CH2:12][CH2:11][CH2:10][CH2:9][C:8]=2[N:7]=[CH:6][CH:5]=1. The catalyst class is: 183. (9) Reactant: [O:1]1[CH2:5][CH2:4][CH2:3][CH2:2]1.[CH2:6]([Li])[CH2:7][CH2:8][CH3:9].[B:11]([O:16]C)(OC)[O:12]C.Cl. Product: [CH:6]1[C:3]2[C:4]3[CH:2]=[CH:3][CH:4]=[CH:5][C:5]=3[O:1][C:2]=2[CH:9]=[CH:8][C:7]=1[B:11]([OH:16])[OH:12]. The catalyst class is: 81. (10) Reactant: [CH3:1][O:2][C:3]1[CH:8]=[CH:7][C:6]([CH:9]2[O:13][C:12]([CH3:15])([CH3:14])[O:11][CH:10]2[C:16]([O:18]C)=[O:17])=[CH:5][CH:4]=1.Cl. Product: [CH3:1][O:2][C:3]1[CH:4]=[CH:5][C:6]([C@H:9]2[O:13][C:12]([CH3:15])([CH3:14])[O:11][C@@H:10]2[C:16]([OH:18])=[O:17])=[CH:7][CH:8]=1. The catalyst class is: 74.